From a dataset of Peptide-MHC class I binding affinity with 185,985 pairs from IEDB/IMGT. Regression. Given a peptide amino acid sequence and an MHC pseudo amino acid sequence, predict their binding affinity value. This is MHC class I binding data. The peptide sequence is FPLTQRDVL. The MHC is HLA-A02:03 with pseudo-sequence HLA-A02:03. The binding affinity (normalized) is 0.0847.